This data is from Full USPTO retrosynthesis dataset with 1.9M reactions from patents (1976-2016). The task is: Predict the reactants needed to synthesize the given product. (1) Given the product [C:21]([NH:20][CH2:8][CH2:9][CH2:10][CH2:15][CH2:14][CH2:13][CH2:12][CH2:11][CH2:3][CH2:2][C:1]([OH:6])=[O:5])(=[O:26])[CH:35]=[CH2:38], predict the reactants needed to synthesize it. The reactants are: [C:1]([O-:6])(=[O:5])[C:2](C)=[CH2:3].C[CH:8]([NH:20][CH3:21])[CH2:9][C:10]1[CH:15]=[CH:14][C:13]2OCCO[C:12]=2[CH:11]=1.C(O)CCC[OH:26].CC(N=N[C:35]([C:38]#N)(C)C)(C#N)C. (2) The reactants are: [Cl:1][C:2]1[CH:3]=[C:4]([O:9][CH3:10])[C:5]([NH2:8])=[N:6][CH:7]=1.[Cl:11][C:12]1[CH:13]=[C:14]([S:19](Cl)(=[O:21])=[O:20])[CH:15]=[N:16][C:17]=1[Cl:18].O. Given the product [Cl:11][C:12]1[CH:13]=[C:14]([S:19]([NH:8][C:5]2[C:4]([O:9][CH3:10])=[CH:3][C:2]([Cl:1])=[CH:7][N:6]=2)(=[O:21])=[O:20])[CH:15]=[N:16][C:17]=1[Cl:18], predict the reactants needed to synthesize it.